Dataset: Catalyst prediction with 721,799 reactions and 888 catalyst types from USPTO. Task: Predict which catalyst facilitates the given reaction. Reactant: [CH2:1]([O:3][C:4](=[O:29])[CH2:5][C@@H:6]([C:22]1[CH:23]=[N:24][C:25]([CH3:28])=[N:26][CH:27]=1)[CH:7]=[CH:8][CH2:9][CH2:10][CH2:11][CH2:12][CH2:13][O:14]CC1C=CC=CC=1)[CH3:2].C1CC=CCC=1. Product: [CH2:1]([O:3][C:4](=[O:29])[CH2:5][C@@H:6]([C:22]1[CH:23]=[N:24][C:25]([CH3:28])=[N:26][CH:27]=1)[CH2:7][CH2:8][CH2:9][CH2:10][CH2:11][CH2:12][CH2:13][OH:14])[CH3:2]. The catalyst class is: 331.